From a dataset of Catalyst prediction with 721,799 reactions and 888 catalyst types from USPTO. Predict which catalyst facilitates the given reaction. Reactant: FC(F)(F)C(O)=O.C([SiH](CC)CC)C.[Cl:15][C:16]1[S:20][C:19]([C:21]([NH:23][C:24]2[CH:32]=[CH:31][CH:30]=[C:29]3[C:25]=2[C:26](=[O:42])[N:27]([CH2:34][C:35]2[CH:40]=[CH:39][C:38]([I:41])=[CH:37][CH:36]=2)[CH:28]3O)=[O:22])=[CH:18][CH:17]=1.C(=O)(O)[O-].[Na+]. Product: [Cl:15][C:16]1[S:20][C:19]([C:21]([NH:23][C:24]2[CH:32]=[CH:31][CH:30]=[C:29]3[C:25]=2[C:26](=[O:42])[N:27]([CH2:34][C:35]2[CH:40]=[CH:39][C:38]([I:41])=[CH:37][CH:36]=2)[CH2:28]3)=[O:22])=[CH:18][CH:17]=1. The catalyst class is: 4.